From a dataset of Full USPTO retrosynthesis dataset with 1.9M reactions from patents (1976-2016). Predict the reactants needed to synthesize the given product. (1) The reactants are: [Cl:1][C:2]1[N:6]2[CH:7]=[C:8]([C:15]3[CH:19]=[CH:18][O:17][CH:16]=3)[CH:9]=[C:10]([C:11]([F:14])([F:13])[F:12])[C:5]2=[N:4][C:3]=1[C:20]([N:22]1[CH2:26][CH2:25][CH:24]([C:27]2[CH:32]=[CH:31][CH:30]=[C:29]([F:33])[CH:28]=2)[CH2:23]1)=O.COC1C=CC(P2(SP(C3C=CC(OC)=CC=3)(=S)S2)=[S:43])=CC=1. Given the product [Cl:1][C:2]1[N:6]2[CH:7]=[C:8]([C:15]3[CH:19]=[CH:18][O:17][CH:16]=3)[CH:9]=[C:10]([C:11]([F:14])([F:13])[F:12])[C:5]2=[N:4][C:3]=1[C:20]([N:22]1[CH2:26][CH2:25][CH:24]([C:27]2[CH:32]=[CH:31][CH:30]=[C:29]([F:33])[CH:28]=2)[CH2:23]1)=[S:43], predict the reactants needed to synthesize it. (2) Given the product [NH:2]1[C:9]2[CH2:10][CH2:11][CH2:12][CH2:13][C:14](=[O:15])[C:8]=2[CH:7]=[N:5]1, predict the reactants needed to synthesize it. The reactants are: O.[NH2:2]N.C[N:5]([CH:7]=[C:8]1[C:14](=[O:15])[CH2:13][CH2:12][CH2:11][CH2:10][C:9]1=O)C. (3) Given the product [CH2:18]([C:20]1[CH:21]=[C:22]([CH:24]=[CH:25][CH:26]=1)[NH:23][C:2]1[CH:7]=[C:6]([C:8]([F:11])([F:10])[F:9])[N:5]=[C:4]([C:12]2[CH:17]=[CH:16][CH:15]=[CH:14][N:13]=2)[N:3]=1)[CH3:19], predict the reactants needed to synthesize it. The reactants are: Cl[C:2]1[CH:7]=[C:6]([C:8]([F:11])([F:10])[F:9])[N:5]=[C:4]([C:12]2[CH:17]=[CH:16][CH:15]=[CH:14][N:13]=2)[N:3]=1.[CH2:18]([C:20]1[CH:21]=[C:22]([CH:24]=[CH:25][CH:26]=1)[NH2:23])[CH3:19]. (4) Given the product [CH3:1][O:2][CH2:3][CH2:4][O:5][C:6]1[CH:11]=[CH:10][C:9]2[N:12]=[C:38]([C:37]3[CH:36]=[CH:35][C:34]([C:32]([NH:31][C:27]4[CH:26]=[C:25]5[C:30](=[CH:29][CH:28]=4)[N:22]([CH2:21][CH2:20][O:19][CH3:18])[C:23]([CH3:42])=[CH:24]5)=[O:33])=[CH:41][CH:40]=3)[NH:15][C:8]=2[CH:7]=1, predict the reactants needed to synthesize it. The reactants are: [CH3:1][O:2][CH2:3][CH2:4][O:5][C:6]1[CH:11]=[CH:10][C:9]([N+:12]([O-])=O)=[C:8]([N+:15]([O-])=O)[CH:7]=1.[CH3:18][O:19][CH2:20][CH2:21][N:22]1[C:30]2[C:25](=[CH:26][C:27]([NH:31][C:32]([C:34]3[CH:41]=[CH:40][C:37]([CH:38]=O)=[CH:36][CH:35]=3)=[O:33])=[CH:28][CH:29]=2)[CH:24]=[C:23]1[CH3:42]. (5) Given the product [CH2:1]([O:3][C:4](=[O:26])[CH2:5][C:6]1[CH:7]=[C:8]([C:14]2[CH:19]=[C:18]([C:20]([F:21])([F:23])[F:22])[CH:17]=[CH:16][C:15]=2[CH2:24][NH:29][CH2:27][CH3:28])[C:9]([O:12][CH3:13])=[CH:10][CH:11]=1)[CH3:2], predict the reactants needed to synthesize it. The reactants are: [CH2:1]([O:3][C:4](=[O:26])[CH2:5][C:6]1[CH:7]=[C:8]([C:14]2[CH:19]=[C:18]([C:20]([F:23])([F:22])[F:21])[CH:17]=[CH:16][C:15]=2[CH:24]=O)[C:9]([O:12][CH3:13])=[CH:10][CH:11]=1)[CH3:2].[CH2:27]([NH2:29])[CH3:28]. (6) Given the product [CH2:1]([O:8][C:9]1[CH:16]=[CH:15][C:12]([OH:20])=[CH:11][C:10]=1[CH2:17][CH3:18])[C:2]1[CH:7]=[CH:6][CH:5]=[CH:4][CH:3]=1, predict the reactants needed to synthesize it. The reactants are: [CH2:1]([O:8][C:9]1[CH:16]=[CH:15][C:12](C=O)=[CH:11][C:10]=1[CH2:17][CH3:18])[C:2]1[CH:7]=[CH:6][CH:5]=[CH:4][CH:3]=1.S(OOS([O-])(=O)=O)([O-])(=O)=[O:20].[NH4+].[NH4+].C(O)=O.C(OC(=O)C)(=O)C.P(=O)(O)(O)O.C1(C)C=CC(S(O)(=O)=O)=CC=1.S(=O)(O)[O-].[Na+]. (7) Given the product [Br:1][C:2]1[CH:7]=[C:6]([CH:5]=[CH:4][C:3]=1[O:11][CH2:12][CH:13]1[CH2:14][CH2:15]1)[NH2:8], predict the reactants needed to synthesize it. The reactants are: [Br:1][C:2]1[CH:7]=[C:6]([N+:8]([O-])=O)[CH:5]=[CH:4][C:3]=1[O:11][CH2:12][CH:13]1[CH2:15][CH2:14]1.[Cl-].[NH4+].O.C(O)C. (8) Given the product [CH3:18][O:17][C:13]1[CH:12]=[C:11]([C:10]2[N:6]3[C:7]([C:2]([NH2:1])=[N:3][CH:4]=[N:5]3)=[C:8]([C:43]3[CH:44]=[CH:45][C:40]([O:33][C:34]4[CH:39]=[CH:38][CH:37]=[CH:36][CH:35]=4)=[CH:41][CH:42]=3)[C:9]=2[CH:19]2[CH2:20][CH2:21][NH:22][CH2:23][CH2:24]2)[CH:16]=[CH:15][CH:14]=1, predict the reactants needed to synthesize it. The reactants are: [NH2:1][C:2]1[C:7]2=[C:8](Br)[C:9]([CH:19]3[CH2:24][CH2:23][N:22](C(OC(C)(C)C)=O)[CH2:21][CH2:20]3)=[C:10]([C:11]3[CH:16]=[CH:15][CH:14]=[C:13]([O:17][CH3:18])[CH:12]=3)[N:6]2[N:5]=[CH:4][N:3]=1.[O:33]([C:40]1[CH:45]=[CH:44][C:43](B(O)O)=[CH:42][CH:41]=1)[C:34]1[CH:39]=[CH:38][CH:37]=[CH:36][CH:35]=1.P([O-])([O-])([O-])=O.[K+].[K+].[K+].FC(F)(F)C(O)=O.